This data is from Forward reaction prediction with 1.9M reactions from USPTO patents (1976-2016). The task is: Predict the product of the given reaction. (1) The product is: [C:17]1(=[O:18])[CH2:16][CH2:20][CH2:9][CH2:2][CH2:1]1.[C:12]1(=[O:14])[O:15][CH2:16][CH2:20][CH2:13]1. Given the reactants [CH3:1][CH:2]([CH3:9])N=C=NC(C)C.FF.[C:12]([O:15][CH:16]([CH3:20])[CH2:17][O:18]C)(=[O:14])[CH3:13], predict the reaction product. (2) The product is: [Br:1][C:2]1[CH:3]=[CH:4][C:5]([S:8][C:13]2[CH:12]=[N:11][C:10]([Cl:9])=[CH:15][CH:14]=2)=[N:6][CH:7]=1. Given the reactants [Br:1][C:2]1[CH:3]=[CH:4][C:5]([SH:8])=[N:6][CH:7]=1.[Cl:9][C:10]1[CH:15]=[CH:14][C:13](I)=[CH:12][N:11]=1.C(=O)([O-])[O-].[K+].[K+].C(O)CO, predict the reaction product. (3) Given the reactants Cl[C:2]1[N:7]=[C:6](Cl)[CH:5]=[CH:4][N:3]=1.[S:9]1[C:13](B(O)O)=[CH:12][C:11]2[CH:17]=[CH:18][CH:19]=[CH:20][C:10]1=2.[CH3:21][C:22]1([CH3:30])[CH2:27][CH:26]([NH2:28])[CH2:25][CH:24]([CH3:29])[NH:23]1, predict the reaction product. The product is: [S:9]1[C:13]([C:6]2[CH:5]=[CH:4][N:3]=[C:2]([NH:28][CH:26]3[CH2:25][CH:24]([CH3:29])[NH:23][C:22]([CH3:30])([CH3:21])[CH2:27]3)[N:7]=2)=[CH:12][C:11]2[CH:17]=[CH:18][CH:19]=[CH:20][C:10]1=2. (4) Given the reactants [NH2:1][C:2]1[C:3]([NH:19][C@@H:20]([CH:23]([CH3:25])[CH3:24])[CH2:21][OH:22])=[N:4][C:5]([C:8]2[CH:13]=[C:12]([CH:14]([CH3:16])[CH3:15])[CH:11]=[CH:10][C:9]=2[O:17][CH3:18])=[CH:6][CH:7]=1.C(C1C=CC(OC)=C(C2N=C(N[C@@H](C(C)C)[CH2:43][OH:44])C([N+]([O-])=O)=CC=2)C=1)(C)C, predict the reaction product. The product is: [OH:22][CH2:21][C@@H:20]([N:19]1[C:3]2=[N:4][C:5]([C:8]3[CH:13]=[C:12]([CH:14]([CH3:16])[CH3:15])[CH:11]=[CH:10][C:9]=3[O:17][CH3:18])=[CH:6][CH:7]=[C:2]2[NH:1][C:43]1=[O:44])[CH:23]([CH3:25])[CH3:24]. (5) The product is: [NH2:18][C:19]1[N:20]=[C:21]([NH:27][C:28]2[CH:29]=[CH:30][C:31]([C:32]#[N:33])=[CH:34][CH:35]=2)[N:22]=[C:23]([O:1][C:2]2[C:3]([CH3:11])=[CH:4][C:5]([C:6]#[N:7])=[CH:8][C:9]=2[CH3:10])[C:24]=1[Br:25]. Given the reactants [OH:1][C:2]1[C:9]([CH3:10])=[CH:8][C:5]([C:6]#[N:7])=[CH:4][C:3]=1[CH3:11].C([O-])([O-])=O.[K+].[K+].[NH2:18][C:19]1[C:24]([Br:25])=[C:23](Cl)[N:22]=[C:21]([NH:27][C:28]2[CH:35]=[CH:34][C:31]([C:32]#[N:33])=[CH:30][CH:29]=2)[N:20]=1.O, predict the reaction product. (6) Given the reactants [OH:1][C:2]1[C:3]([C:18](=O)[CH3:19])=[N:4][N:5]([CH3:17])[C:6]=1[C:7]1[CH:12]=[CH:11][C:10]([CH2:13][CH:14]([CH3:16])[CH3:15])=[CH:9][CH:8]=1.[NH:21]([C:23]([NH:25][C:26]1[CH:34]=[CH:33][C:29]([C:30]([OH:32])=[O:31])=[CH:28][CH:27]=1)=[S:24])[NH2:22].CN(C)C=O, predict the reaction product. The product is: [OH:1][C:2]1[C:3]([C:18](=[N:22][NH:21][C:23]([NH:25][C:26]2[CH:34]=[CH:33][C:29]([C:30]([OH:32])=[O:31])=[CH:28][CH:27]=2)=[S:24])[CH3:19])=[N:4][N:5]([CH3:17])[C:6]=1[C:7]1[CH:12]=[CH:11][C:10]([CH2:13][CH:14]([CH3:16])[CH3:15])=[CH:9][CH:8]=1.